This data is from NCI-60 drug combinations with 297,098 pairs across 59 cell lines. The task is: Regression. Given two drug SMILES strings and cell line genomic features, predict the synergy score measuring deviation from expected non-interaction effect. Synergy scores: CSS=39.6, Synergy_ZIP=0.372, Synergy_Bliss=1.82, Synergy_Loewe=-7.31, Synergy_HSA=2.07. Drug 1: CC12CCC3C(C1CCC2=O)CC(=C)C4=CC(=O)C=CC34C. Drug 2: C#CCC(CC1=CN=C2C(=N1)C(=NC(=N2)N)N)C3=CC=C(C=C3)C(=O)NC(CCC(=O)O)C(=O)O. Cell line: HS 578T.